From a dataset of Forward reaction prediction with 1.9M reactions from USPTO patents (1976-2016). Predict the product of the given reaction. (1) Given the reactants [Br:1][C:2]1[CH:7]=[C:6]([O:8][CH3:9])[CH:5]=[C:4]([CH2:10]Cl)[C:3]=1[O:12][CH3:13].[C-:14]#[N:15].[K+].O, predict the reaction product. The product is: [Br:1][C:2]1[C:3]([O:12][CH3:13])=[C:4]([CH2:10][C:14]#[N:15])[CH:5]=[C:6]([O:8][CH3:9])[CH:7]=1. (2) Given the reactants FC1C=CC=CC=1S(F)(=O)=O.[F:12][C:13]1[CH:18]=[CH:17][CH:16]=[CH:15][C:14]=1[S:19]([C:22]([F:25])([F:24])[F:23])(=[O:21])=[O:20].C[Si](C(F)(F)F)(C)C.CN([S+](N(C)C)N(C)C)C.C[Si-](F)(F)(C)C.[Cl:50][S:51](O)(=[O:53])=[O:52], predict the reaction product. The product is: [F:12][C:13]1[CH:18]=[CH:17][C:16]([S:51]([Cl:50])(=[O:53])=[O:52])=[CH:15][C:14]=1[S:19]([C:22]([F:23])([F:24])[F:25])(=[O:20])=[O:21]. (3) Given the reactants [F:1][C:2]([F:31])([F:30])[C:3]([N:5]([CH2:15][CH2:16][CH:17]1[CH2:22][CH2:21][N:20](C(OC(C)(C)C)=O)[CH2:19][CH2:18]1)[C@@H:6]1[CH2:8][C@H:7]1[C:9]1[CH:14]=[CH:13][CH:12]=[CH:11][CH:10]=1)=[O:4].C(O)(C(F)(F)F)=O, predict the reaction product. The product is: [F:31][C:2]([F:1])([F:30])[C:3]([N:5]([C@@H:6]1[CH2:8][C@H:7]1[C:9]1[CH:14]=[CH:13][CH:12]=[CH:11][CH:10]=1)[CH2:15][CH2:16][CH:17]1[CH2:18][CH2:19][NH:20][CH2:21][CH2:22]1)=[O:4]. (4) Given the reactants [Br:1][C:2]1[N:6]2[N:7]=[C:8](Cl)[CH:9]=[CH:10][C:5]2=[N:4][CH:3]=1.[F:12][C:13]1[CH:14]=[N:15][C:16]([C@@H:19]([NH2:21])[CH3:20])=[N:17][CH:18]=1.[F-].[Cs+], predict the reaction product. The product is: [Br:1][C:2]1[N:6]2[N:7]=[C:8]([NH:21][C@H:19]([C:16]3[N:17]=[CH:18][C:13]([F:12])=[CH:14][N:15]=3)[CH3:20])[CH:9]=[CH:10][C:5]2=[N:4][CH:3]=1. (5) Given the reactants Br[C:2]1[CH:7]=[CH:6][C:5]([O:8][CH3:9])=[CH:4][C:3]=1[Cl:10].[Li]C(C)(C)C.[CH3:16][CH:17]1[CH2:22][CH2:21][O:20][C:18]1=[O:19], predict the reaction product. The product is: [OH:20][CH2:21][CH2:22][CH:17]([CH3:16])[C:18]([C:2]1[CH:7]=[CH:6][C:5]([O:8][CH3:9])=[CH:4][C:3]=1[Cl:10])=[O:19]. (6) Given the reactants Br[C:2]1[C:3]([C:21]2[CH:26]=[CH:25][CH:24]=[CH:23][N:22]=2)=[N:4][N:5]([CH2:13][C:14]2[CH:19]=[CH:18][CH:17]=[CH:16][C:15]=2[F:20])[C:6]=1[C:7]1[CH:12]=[CH:11][CH:10]=[CH:9][N:8]=1.[Cu][C:28]#[N:29].[OH-].[NH4+], predict the reaction product. The product is: [F:20][C:15]1[CH:16]=[CH:17][CH:18]=[CH:19][C:14]=1[CH2:13][N:5]1[C:6]([C:7]2[CH:12]=[CH:11][CH:10]=[CH:9][N:8]=2)=[C:2]([C:28]#[N:29])[C:3]([C:21]2[CH:26]=[CH:25][CH:24]=[CH:23][N:22]=2)=[N:4]1.